This data is from Full USPTO retrosynthesis dataset with 1.9M reactions from patents (1976-2016). The task is: Predict the reactants needed to synthesize the given product. (1) Given the product [ClH:1].[ClH:1].[ClH:1].[ClH:1].[CH2:3]1[N:8]([CH2:9][CH2:10][CH2:11][CH2:12][NH:14][C:15]2[CH:20]=[C:19]([O:21][CH3:22])[C:18]([O:23][CH3:24])=[C:17]([O:25][CH3:26])[CH:16]=2)[CH2:7][CH2:6][N:5]2[CH2:27][CH2:28][CH2:29][CH2:30][CH:4]12, predict the reactants needed to synthesize it. The reactants are: [ClH:1].Cl.[CH2:3]1[N:8]([CH2:9][CH2:10][CH2:11][C:12]([NH:14][C:15]2[CH:20]=[C:19]([O:21][CH3:22])[C:18]([O:23][CH3:24])=[C:17]([O:25][CH3:26])[CH:16]=2)=O)[CH2:7][CH2:6][N:5]2[CH2:27][CH2:28][CH2:29][CH2:30][CH:4]12.B. (2) Given the product [Br:1][C:2]1[CH:3]=[C:4]([S:9]([NH2:12])(=[O:11])=[O:10])[CH:5]=[N:6][C:7]=1[O:21][C:15]1[CH:16]=[CH:17][C:18]([F:20])=[CH:19][C:14]=1[F:13], predict the reactants needed to synthesize it. The reactants are: [Br:1][C:2]1[CH:3]=[C:4]([S:9]([NH2:12])(=[O:11])=[O:10])[CH:5]=[N:6][C:7]=1Cl.[F:13][C:14]1[CH:19]=[C:18]([F:20])[CH:17]=[CH:16][C:15]=1[OH:21].C(=O)([O-])[O-].[Cs+].[Cs+]. (3) Given the product [F:9][C:10]([F:18])([F:19])[C:11]1[CH:12]=[C:13]([CH:14]=[CH:15][CH:16]=1)[NH:17][CH2:2][CH2:3][C:4]([O:6][CH2:7][CH3:8])=[O:5], predict the reactants needed to synthesize it. The reactants are: Br[CH2:2][CH2:3][C:4]([O:6][CH2:7][CH3:8])=[O:5].[F:9][C:10]([F:19])([F:18])[C:11]1[CH:12]=[C:13]([NH2:17])[CH:14]=[CH:15][CH:16]=1.C([O-])([O-])=O.[K+].[K+]. (4) Given the product [F:8][C:7]1[CH:6]=[CH:5][C:4]([C:9]2[CH:14]=[C:13]([C:15]3[CH:20]=[CH:19][CH:18]=[CH:17][CH:16]=3)[NH:12][C:11](=[O:21])[N:10]=2)=[CH:3][C:2]=1[C:23]#[N:24], predict the reactants needed to synthesize it. The reactants are: Br[C:2]1[CH:3]=[C:4]([C:9]2[CH:14]=[C:13]([C:15]3[CH:20]=[CH:19][CH:18]=[CH:17][CH:16]=3)[NH:12][C:11](=[O:21])[N:10]=2)[CH:5]=[CH:6][C:7]=1[F:8].[Cu][C:23]#[N:24].